This data is from Peptide-MHC class II binding affinity with 134,281 pairs from IEDB. The task is: Regression. Given a peptide amino acid sequence and an MHC pseudo amino acid sequence, predict their binding affinity value. This is MHC class II binding data. (1) The peptide sequence is CGDGIFIFRDSDDWL. The MHC is DRB1_0801 with pseudo-sequence DRB1_0801. The binding affinity (normalized) is 0. (2) The peptide sequence is EHEILNDSGETVKCR. The MHC is DRB1_1101 with pseudo-sequence DRB1_1101. The binding affinity (normalized) is 0.